Dataset: Forward reaction prediction with 1.9M reactions from USPTO patents (1976-2016). Task: Predict the product of the given reaction. (1) Given the reactants Br[C:2]1[CH:7]=[CH:6][C:5](Br)=[CH:4][CH:3]=1.[C:9]1([SH:15])[CH:14]=[CH:13][CH:12]=[CH:11][CH:10]=1.[OH-].[K+], predict the reaction product. The product is: [C:2]1([S:15][C:9]2[CH:14]=[CH:13][C:12]([S:15][C:9]3[CH:14]=[CH:13][CH:12]=[CH:11][CH:10]=3)=[CH:11][CH:10]=2)[CH:7]=[CH:6][CH:5]=[CH:4][CH:3]=1. (2) Given the reactants Cl[CH2:2][CH2:3][CH2:4][CH2:5]/[C:6](=[N:13]\[S@:14]([C:16]([CH3:19])([CH3:18])[CH3:17])=[O:15])/[C:7]1[CH:12]=[CH:11][CH:10]=[CH:9][CH:8]=1, predict the reaction product. The product is: [CH3:17][C:16]([S@@:14]([N:13]1[CH2:2][CH2:3][CH2:4][CH2:5][C@@H:6]1[C:7]1[CH:12]=[CH:11][CH:10]=[CH:9][CH:8]=1)=[O:15])([CH3:19])[CH3:18]. (3) The product is: [O:10]1[C:14]2[CH:15]=[CH:16][C:17]([CH:19]([C:35]3[C:43]4[C:38](=[CH:39][C:40]([C:44]5[NH:49][CH2:48][CH2:47][N:45]=5)=[CH:41][CH:42]=4)[N:37]([CH3:46])[CH:36]=3)[C:20]([NH:22][S:23]([C:26]3[CH:27]=[CH:28][C:29]([CH:32]([CH3:34])[CH3:33])=[CH:30][CH:31]=3)(=[O:24])=[O:25])=[O:21])=[CH:18][C:13]=2[O:12][CH2:11]1. Given the reactants C(SP([O-])(OCC)=S)C.[O:10]1[C:14]2[CH:15]=[CH:16][C:17]([CH:19]([C:35]3[C:43]4[C:38](=[CH:39][C:40]([C:44]#[N:45])=[CH:41][CH:42]=4)[N:37]([CH3:46])[CH:36]=3)[C:20]([NH:22][S:23]([C:26]3[CH:31]=[CH:30][C:29]([CH:32]([CH3:34])[CH3:33])=[CH:28][CH:27]=3)(=[O:25])=[O:24])=[O:21])=[CH:18][C:13]=2[O:12][CH2:11]1.[CH2:47](N)[CH2:48][NH2:49], predict the reaction product. (4) The product is: [N-:1]([S:2]([C:5]([F:8])([F:6])[F:7])(=[O:4])=[O:3])[S:9]([C:12]([F:15])([F:14])[F:13])(=[O:11])=[O:10].[CH2:18]([N+:22]1[CH:26]=[CH:25][N:24]([CH2:27][CH2:28][CH2:29][CH2:30][CH2:31][CH2:32][CH2:33][CH2:34][CH2:35][CH2:36][CH2:37][CH2:38][CH2:39][CH2:40][CH2:41][CH3:42])[CH:23]=1)[CH2:19][CH2:20][CH3:21]. Given the reactants [N-:1]([S:9]([C:12]([F:15])([F:14])[F:13])(=[O:11])=[O:10])[S:2]([C:5]([F:8])([F:7])[F:6])(=[O:4])=[O:3].[Li+].[Br-].[CH2:18]([N+:22]1[CH:26]=[CH:25][N:24]([CH2:27][CH2:28][CH2:29][CH2:30][CH2:31][CH2:32][CH2:33][CH2:34][CH2:35][CH2:36][CH2:37][CH2:38][CH2:39][CH2:40][CH2:41][CH3:42])[CH:23]=1)[CH2:19][CH2:20][CH3:21].ClCCl, predict the reaction product. (5) Given the reactants [CH3:1][O:2][C:3]1[CH:8]=[C:7]([N+:9]([O-])=O)[CH:6]=[CH:5][C:4]=1[N:12]1[CH2:17][CH2:16][N:15]([CH2:18][C@@H:19]([OH:21])[CH3:20])[CH2:14][CH2:13]1, predict the reaction product. The product is: [NH2:9][C:7]1[CH:6]=[CH:5][C:4]([N:12]2[CH2:17][CH2:16][N:15]([CH2:18][C@@H:19]([OH:21])[CH3:20])[CH2:14][CH2:13]2)=[C:3]([O:2][CH3:1])[CH:8]=1.